From a dataset of Catalyst prediction with 721,799 reactions and 888 catalyst types from USPTO. Predict which catalyst facilitates the given reaction. (1) Reactant: O[C:2]1([CH2:23][CH2:24][C:25]2[CH:30]=[CH:29][CH:28]=[CH:27][CH:26]=2)[C:6]2[CH:7]=[C:8]([NH:13][C:14](=[O:20])[CH2:15][C:16]([CH3:19])([CH3:18])[CH3:17])[C:9]([CH3:12])=[C:10]([CH3:11])[C:5]=2[O:4][C:3]1([CH3:22])[CH3:21]. Product: [CH3:21][C:3]1([CH3:22])[CH:2]([CH2:23][CH2:24][C:25]2[CH:30]=[CH:29][CH:28]=[CH:27][CH:26]=2)[C:6]2[CH:7]=[C:8]([NH:13][C:14](=[O:20])[CH2:15][C:16]([CH3:19])([CH3:18])[CH3:17])[C:9]([CH3:12])=[C:10]([CH3:11])[C:5]=2[O:4]1. The catalyst class is: 175. (2) Reactant: [Cl:1][C:2]1[CH:11]=[C:10]([Cl:12])[CH:9]=[CH:8][C:3]=1[C:4](=[O:7])[CH2:5]Cl.[NH:13]1[CH:17]=[CH:16][N:15]=[CH:14]1. Product: [Cl:1][C:2]1[CH:11]=[C:10]([Cl:12])[CH:9]=[CH:8][C:3]=1[C:4](=[O:7])[CH2:5][C:14]1[NH:13][CH:17]=[CH:16][N:15]=1. The catalyst class is: 11.